From a dataset of Reaction yield outcomes from USPTO patents with 853,638 reactions. Predict the reaction yield, written as a fraction of the theoretical maximum amount of product (1.0 means a 100% yield; for example, 0.34 means a 34% yield). (1) The reactants are [N:1]1[C:10]2[CH:9]=[CH:8][NH:7][C:6](=O)[C:5]=2[CH:4]=[CH:3][CH:2]=1.O=P(Cl)(Cl)[Cl:14]. No catalyst specified. The product is [Cl:14][C:6]1[N:7]=[CH:8][CH:9]=[C:10]2[C:5]=1[CH:4]=[CH:3][CH:2]=[N:1]2. The yield is 0.950. (2) The reactants are [Cl-].[Al+3].[Cl-].[Cl-].[Cl:5][CH2:6][C:7](Cl)=[O:8].[Cl:10][C:11]1[CH:20]=[CH:19][C:14]2[NH:15][C:16](=[O:18])[NH:17][C:13]=2[CH:12]=1. The catalyst is ClCCCl. The product is [Cl:10][C:11]1[C:20]([C:7](=[O:8])[CH2:6][Cl:5])=[CH:19][C:14]2[NH:15][C:16](=[O:18])[NH:17][C:13]=2[CH:12]=1. The yield is 0.360. (3) The yield is 0.600. The reactants are Br[C:2]1[CH:7]=[CH:6][C:5]([F:8])=[CH:4][N:3]=1.Br[C:10]([F:17])([F:16])[C:11]([O:13][CH2:14][CH3:15])=[O:12]. The product is [F:16][C:10]([F:17])([C:2]1[CH:7]=[CH:6][C:5]([F:8])=[CH:4][N:3]=1)[C:11]([O:13][CH2:14][CH3:15])=[O:12]. The catalyst is CS(C)=O.[Cu]. (4) The yield is 0.895. The catalyst is C(#N)C. The product is [Si:1]([O:8][CH2:9][C@H:10]1[C@H:14]([O:15][CH:16]2[CH2:21][CH2:20][CH2:19][CH2:18][O:17]2)[CH2:13][C@H:12]([OH:22])[C@@H:11]1[CH2:23]/[CH:24]=[CH:25]\[CH2:26][CH2:27][CH2:28][C:29]([O:31][CH3:32])=[O:30])([C:4]([CH3:7])([CH3:6])[CH3:5])([CH3:3])[CH3:2]. The reactants are [Si:1]([O:8][CH2:9][C@H:10]1[C@H:14]([O:15][CH:16]2[CH2:21][CH2:20][CH2:19][CH2:18][O:17]2)[CH2:13][C@H:12]([OH:22])[C@@H:11]1[CH2:23]/[CH:24]=[CH:25]\[CH2:26][CH2:27][CH2:28][C:29]([OH:31])=[O:30])([C:4]([CH3:7])([CH3:6])[CH3:5])([CH3:3])[CH3:2].[C:32]1(C2CCCCCCCCCC=2)CCCCCCCCNN=1.CI. (5) The reactants are [CH3:1][O:2][C:3]1[CH:4]=[C:5]2[C:10](=[CH:11][C:12]=1[O:13][CH3:14])[N:9]=[CH:8][CH:7]=[C:6]2[O:15][C:16]1[CH:22]=[CH:21][C:19]([NH2:20])=[CH:18][CH:17]=1.ClC(Cl)(O[C:27](=[O:33])[O:28][C:29](Cl)(Cl)Cl)Cl.[Cl:35][C:36]1[CH:41]=[CH:40][CH:39]=[CH:38][C:37]=1CO.C(=O)(O)[O-].[Na+]. The catalyst is C(Cl)Cl.C(N(CC)CC)C.C1(C)C=CC=CC=1. The product is [CH3:1][O:2][C:3]1[CH:4]=[C:5]2[C:10](=[CH:11][C:12]=1[O:13][CH3:14])[N:9]=[CH:8][CH:7]=[C:6]2[O:15][C:16]1[CH:22]=[CH:21][C:19]([NH:20][C:27](=[O:33])[O:28][CH2:29][C:37]2[CH:38]=[CH:39][CH:40]=[CH:41][C:36]=2[Cl:35])=[CH:18][CH:17]=1. The yield is 0.900. (6) The reactants are [Cl:1][C:2]1[CH:30]=[CH:29][C:5]2[N:6]([C:16]([C:18]3[CH:19]=[CH:20][C:21]4[O:26][CH2:25][C:24](=[O:27])[NH:23][C:22]=4[CH:28]=3)=[O:17])[CH:7]([CH2:10][C:11]([O:13]CC)=[O:12])[CH2:8][O:9][C:4]=2[CH:3]=1.[Li+].[OH-].Cl. The catalyst is C1COCC1. The product is [Cl:1][C:2]1[CH:30]=[CH:29][C:5]2[N:6]([C:16]([C:18]3[CH:19]=[CH:20][C:21]4[O:26][CH2:25][C:24](=[O:27])[NH:23][C:22]=4[CH:28]=3)=[O:17])[CH:7]([CH2:10][C:11]([OH:13])=[O:12])[CH2:8][O:9][C:4]=2[CH:3]=1. The yield is 0.970. (7) The reactants are F[C:2]1[C:3]([OH:11])=[C:4]([CH:7]=[C:8](F)[CH:9]=1)[CH:5]=O.C(NCCCC)CCC.C1(=O)OC(=O)C2=CC=CC=C12.[N+:32]([CH:35](O)[CH3:36])([O-:34])=[O:33]. The catalyst is C1(C)C=CC=CC=1. The product is [N+:32]([CH:35]1[CH:36]=[CH:5][C:4]2[C:3](=[CH:2][CH:9]=[CH:8][CH:7]=2)[O:11]1)([O-:34])=[O:33]. The yield is 1.00. (8) The reactants are C(N1CCN(C2C=CC([NH:20][C:21]3[C:26]([F:27])=[CH:25][N:24]=[C:23](Cl)[N:22]=3)=CC=2)CC1)C1C=CC=CC=1.[CH2:29]1[CH2:39][O:38][C:37]2[CH:36]=[CH:35][C:33]([NH2:34])=[CH:32][C:31]=2[O:30]1. No catalyst specified. The product is [CH2:29]1[CH2:39][O:38][C:37]2[CH:36]=[CH:35][C:33]([NH:34][C:23]3[N:22]=[C:21]([NH2:20])[C:26]([F:27])=[CH:25][N:24]=3)=[CH:32][C:31]=2[O:30]1. The yield is 0.630.